The task is: Predict which catalyst facilitates the given reaction.. This data is from Catalyst prediction with 721,799 reactions and 888 catalyst types from USPTO. Reactant: C(Br)C.[Mg].[CH3:5][C:6]([OH:10])([C:8]#[CH:9])[CH3:7].[CH3:11][CH:12]([CH2:16]/[CH:17]=[CH:18]\[CH2:19][CH2:20][CH3:21])[CH2:13][CH2:14][OH:15]. Product: [CH3:5][C:6]([OH:10])([C:8]#[C:9][CH:14]([OH:15])[CH2:13][CH:12]([CH3:11])[CH2:16]/[CH:17]=[CH:18]\[CH2:19][CH2:20][CH3:21])[CH3:7]. The catalyst class is: 7.